From a dataset of Full USPTO retrosynthesis dataset with 1.9M reactions from patents (1976-2016). Predict the reactants needed to synthesize the given product. (1) Given the product [Cl:26][C:12]1[S:11][C:10]([CH2:9][OH:8])=[CH:14][C:13]=1[C:15]1([C:19]2[CH:24]=[CH:23][CH:22]=[C:21]([Cl:25])[CH:20]=2)[CH2:18][CH2:17][O:16]1, predict the reactants needed to synthesize it. The reactants are: C([Si]([O:8][CH2:9][C:10]1[S:11][C:12]([Cl:26])=[C:13]([C:15]2([C:19]3[CH:24]=[CH:23][CH:22]=[C:21]([Cl:25])[CH:20]=3)[CH2:18][CH2:17][O:16]2)[CH:14]=1)(C)C)(C)(C)C. (2) Given the product [Cl:8][C:20]1[CH:21]=[C:15]([C:11]2[N:10]([CH3:9])[CH:14]=[N:13][N:12]=2)[CH:16]=[CH:17][C:18]=1[NH2:19], predict the reactants needed to synthesize it. The reactants are: C1C(=O)N([Cl:8])C(=O)C1.[CH3:9][N:10]1[CH:14]=[N:13][N:12]=[C:11]1[C:15]1[CH:21]=[CH:20][C:18]([NH2:19])=[CH:17][CH:16]=1. (3) Given the product [C:11]([N:14]1[C:2]([CH3:9])=[C:3]([C:4]([O:6][CH2:7][CH3:8])=[O:5])/[C:48](=[N:47]/[C:45]([C:44]2[CH:50]=[C:40]([Cl:39])[CH:41]=[CH:42][C:43]=2[O:51][CH3:52])=[O:46])/[S:49]1)([CH3:13])([CH3:12])[CH3:10], predict the reactants needed to synthesize it. The reactants are: O=[C:2]([CH3:9])[CH2:3][C:4]([O:6][CH2:7][CH3:8])=[O:5].[CH3:10][C:11]([NH2:14])([CH3:13])[CH3:12].S([O-])([O-])(=O)=O.[Mg+2].O.[O-2].[O-2].[O-2].O=[Si]=O.O=[Si]=O.O=[Si]=O.O=[Si]=O.[Al+3].[Al+3].[Cl:39][C:40]1[CH:41]=[CH:42][C:43]([O:51][CH3:52])=[C:44]([CH:50]=1)[C:45]([N:47]=[C:48]=[S:49])=[O:46].II.C(=O)(O)[O-].[Na+]. (4) Given the product [C:1]([C:3]1[CH:8]=[CH:7][C:6]([CH:9]2[CH2:14][CH2:13][N:12]([C:15]([C:17]3[CH:18]=[CH:19][C:20]([CH3:31])=[C:21]([NH:23][S:24]([CH2:27][C:28]([N:40]4[CH2:45][CH2:44][O:43][CH2:42][CH2:41]4)=[O:30])(=[O:25])=[O:26])[CH:22]=3)=[O:16])[CH2:11][CH2:10]2)=[CH:5][CH:4]=1)#[N:2], predict the reactants needed to synthesize it. The reactants are: [C:1]([C:3]1[CH:8]=[CH:7][C:6]([CH:9]2[CH2:14][CH2:13][N:12]([C:15]([C:17]3[CH:18]=[CH:19][C:20]([CH3:31])=[C:21]([NH:23][S:24]([CH2:27][C:28]([OH:30])=O)(=[O:26])=[O:25])[CH:22]=3)=[O:16])[CH2:11][CH2:10]2)=[CH:5][CH:4]=1)#[N:2].ClC(N(C)C)=C(C)C.[NH:40]1[CH2:45][CH2:44][O:43][CH2:42][CH2:41]1.N1C=CC=CC=1. (5) Given the product [F:8][C:7]1[CH:6]=[CH:5][C:4]([N:9]2[C:17]3[CH:16]=[CH:15][N:14]([CH3:18])[C:13](=[O:19])[C:12]=3[N:11]=[CH:10]2)=[CH:3][C:2]=1[C:25]1[CH:24]=[N:23][CH:22]=[C:21]([F:20])[CH:26]=1, predict the reactants needed to synthesize it. The reactants are: Br[C:2]1[CH:3]=[C:4]([N:9]2[C:17]3[CH:16]=[CH:15][N:14]([CH3:18])[C:13](=[O:19])[C:12]=3[N:11]=[CH:10]2)[CH:5]=[CH:6][C:7]=1[F:8].[F:20][C:21]1[CH:22]=[N:23][CH:24]=[C:25](B2OC(C)(C)C(C)(C)O2)[CH:26]=1.